From a dataset of Forward reaction prediction with 1.9M reactions from USPTO patents (1976-2016). Predict the product of the given reaction. (1) The product is: [CH3:1][C:2]1[CH:3]=[C:4]([CH:7]=[C:8]([CH3:10])[CH:9]=1)/[CH:5]=[C:15]1\[N:14]=[C:11]([CH3:12])[O:18][C:16]\1=[O:17]. Given the reactants [CH3:1][C:2]1[CH:3]=[C:4]([CH:7]=[C:8]([CH3:10])[CH:9]=1)[CH:5]=O.[C:11]([NH:14][CH2:15][C:16]([OH:18])=[O:17])(=O)[CH3:12].C([O-])(=O)C.[Na+], predict the reaction product. (2) Given the reactants [CH2:1]([O:3][P:4](/[CH:9]=[CH:10]/[C:11]1[CH:20]=[CH:19][C:18]2[C:13](=[C:14]([C:22]3[C:31]4[C:26](=[CH:27][CH:28]=[CH:29][CH:30]=4)[CH:25]=[CH:24][CH:23]=3)[CH:15]=[C:16]([NH2:21])[CH:17]=2)[N:12]=1)(=[O:8])[O:5][CH2:6][CH3:7])[CH3:2].N1C=CC=CC=1.[C:38](OC(=O)C)(=[O:40])[CH3:39], predict the reaction product. The product is: [CH2:1]([O:3][P:4](/[CH:9]=[CH:10]/[C:11]1[CH:20]=[CH:19][C:18]2[C:13](=[C:14]([C:22]3[C:31]4[C:26](=[CH:27][CH:28]=[CH:29][CH:30]=4)[CH:25]=[CH:24][CH:23]=3)[CH:15]=[C:16]([NH:21][C:38](=[O:40])[CH3:39])[CH:17]=2)[N:12]=1)(=[O:8])[O:5][CH2:6][CH3:7])[CH3:2].